From a dataset of Peptide-MHC class II binding affinity with 134,281 pairs from IEDB. Regression. Given a peptide amino acid sequence and an MHC pseudo amino acid sequence, predict their binding affinity value. This is MHC class II binding data. (1) The peptide sequence is VMAPDKPSLDISLET. The MHC is DRB1_0101 with pseudo-sequence DRB1_0101. The binding affinity (normalized) is 0.161. (2) The peptide sequence is TIKQKKPDFILATDI. The MHC is DRB3_0101 with pseudo-sequence DRB3_0101. The binding affinity (normalized) is 0.407. (3) The peptide sequence is SQDLELSGNLNGLQAY. The MHC is HLA-DQA10301-DQB10302 with pseudo-sequence HLA-DQA10301-DQB10302. The binding affinity (normalized) is 0.340. (4) The peptide sequence is GTLHDKKSMGDDHFW. The MHC is HLA-DPA10103-DPB10201 with pseudo-sequence HLA-DPA10103-DPB10201. The binding affinity (normalized) is 0.0204. (5) The peptide sequence is IKEKGKDKWIELKES. The MHC is DRB4_0101 with pseudo-sequence DRB4_0103. The binding affinity (normalized) is 0.207. (6) The peptide sequence is DTFRKLFRVYSNFLR. The MHC is DRB1_0404 with pseudo-sequence DRB1_0404. The binding affinity (normalized) is 0.571.